This data is from Forward reaction prediction with 1.9M reactions from USPTO patents (1976-2016). The task is: Predict the product of the given reaction. (1) Given the reactants [O:1]=[C:2]1[NH:6][C:5]2([CH2:11][CH2:10][CH2:9][CH2:8][CH2:7]2)[N:4]=[C:3]1[C:12]1[CH:19]=[CH:18][C:15]([C:16]#[N:17])=[CH:14][CH:13]=1.Br[CH2:21][C:22]([O:24][CH2:25][CH3:26])=[O:23].C(=O)([O-])[O-].[K+].[K+], predict the reaction product. The product is: [CH2:25]([O:24][C:22](=[O:23])[CH2:21][N:6]1[C:5]2([CH2:7][CH2:8][CH2:9][CH2:10][CH2:11]2)[N:4]=[C:3]([C:12]2[CH:13]=[CH:14][C:15]([C:16]#[N:17])=[CH:18][CH:19]=2)[C:2]1=[O:1])[CH3:26]. (2) The product is: [F:26][C:23]([F:24])([F:25])[C:21]1[CH:20]=[CH:19][C:17]2[N:18]=[C:14]([NH:13][C:10](=[O:11])[CH2:9][C:5]3[CH:6]=[CH:7][CH:8]=[C:3]([O:2][CH3:1])[CH:4]=3)[S:15][C:16]=2[CH:22]=1. Given the reactants [CH3:1][O:2][C:3]1[CH:4]=[C:5]([CH2:9][C:10](Cl)=[O:11])[CH:6]=[CH:7][CH:8]=1.[NH2:13][C:14]1[S:15][C:16]2[CH:22]=[C:21]([C:23]([F:26])([F:25])[F:24])[CH:20]=[CH:19][C:17]=2[N:18]=1, predict the reaction product. (3) Given the reactants Cl.Cl.[Cl:3][C:4]1[CH:5]=[CH:6][C:7]2[N:13]=[C:12]([N:14]3[CH2:19][CH2:18][N:17]([CH2:20][C:21]([CH3:26])([CH3:25])[C:22]([OH:24])=[O:23])[CH2:16][CH2:15]3)[C:11]3=[CH:27][C:28]([CH2:30][CH3:31])=[CH:29][N:10]3[CH2:9][C:8]=2[CH:32]=1.CO, predict the reaction product. The product is: [Cl:3][C:4]1[CH:5]=[CH:6][C:7]2[N:13]=[C:12]([N:14]3[CH2:15][CH2:16][N:17]([CH2:20][C:21]([CH3:26])([CH3:25])[C:22]([OH:24])=[O:23])[CH2:18][CH2:19]3)[C:11]3=[CH:27][C:28]([CH2:30][CH3:31])=[CH:29][N:10]3[CH2:9][C:8]=2[CH:32]=1. (4) Given the reactants [NH2:1][CH2:2][CH2:3][CH2:4][N:5]([CH2:10][C:11]1[CH:16]=[CH:15][CH:14]=[C:13]([C:17]2[CH:22]=[CH:21][N:20]=[C:19]([NH:23][CH2:24][CH2:25][C:26]3[CH:31]=[CH:30][C:29]([OH:32])=[CH:28][CH:27]=3)[N:18]=2)[CH:12]=1)[S:6]([CH3:9])(=[O:8])=[O:7].[C:33]1([CH2:39][S:40](Cl)(=[O:42])=[O:41])[CH:38]=[CH:37][CH:36]=[CH:35][CH:34]=1, predict the reaction product. The product is: [OH:32][C:29]1[CH:28]=[CH:27][C:26]([CH2:25][CH2:24][NH:23][C:19]2[N:18]=[C:17]([C:13]3[CH:12]=[C:11]([CH:16]=[CH:15][CH:14]=3)[CH2:10][N:5]([S:6]([CH3:9])(=[O:8])=[O:7])[CH2:4][CH2:3][CH2:2][NH:1][S:40]([CH2:39][C:33]3[CH:38]=[CH:37][CH:36]=[CH:35][CH:34]=3)(=[O:42])=[O:41])[CH:22]=[CH:21][N:20]=2)=[CH:31][CH:30]=1.